Dataset: Forward reaction prediction with 1.9M reactions from USPTO patents (1976-2016). Task: Predict the product of the given reaction. (1) Given the reactants C(=O)([O-])[O-].[K+].[K+].Br[CH2:8][CH2:9][CH2:10][OH:11].[CH2:12]([O:19][C:20]1[CH:44]=[CH:43][C:42]([O:45][CH2:46][CH2:47][N:48]2[CH2:53][CH2:52][NH:51][CH2:50][CH2:49]2)=[CH:41][C:21]=1[C:22]([NH:24][C:25]1[CH:34]=[C:33]([C:35]2[CH:40]=[CH:39][CH:38]=[CH:37][CH:36]=2)[CH:32]=[CH:31][C:26]=1[C:27]([O:29][CH3:30])=[O:28])=[O:23])[C:13]1[CH:18]=[CH:17][CH:16]=[CH:15][CH:14]=1.C(=O)(O)[O-].[Na+], predict the reaction product. The product is: [CH2:12]([O:19][C:20]1[CH:44]=[CH:43][C:42]([O:45][CH2:46][CH2:47][N:48]2[CH2:53][CH2:52][N:51]([CH2:8][CH2:9][CH2:10][OH:11])[CH2:50][CH2:49]2)=[CH:41][C:21]=1[C:22]([NH:24][C:25]1[CH:34]=[C:33]([C:35]2[CH:40]=[CH:39][CH:38]=[CH:37][CH:36]=2)[CH:32]=[CH:31][C:26]=1[C:27]([O:29][CH3:30])=[O:28])=[O:23])[C:13]1[CH:14]=[CH:15][CH:16]=[CH:17][CH:18]=1. (2) Given the reactants [Cl-].O[NH3+:3].[C:4](=[O:7])([O-])[OH:5].[Na+].CS(C)=O.[OH:13][C:14]([CH3:45])([CH3:44])[CH2:15][N:16]1[C:21](=[O:22])[C:20]([CH2:23][C:24]2[CH:29]=[CH:28][C:27]([C:30]3[C:31]([C:36]#[N:37])=[CH:32][CH:33]=[CH:34][CH:35]=3)=[CH:26][CH:25]=2)=[C:19]([CH2:38][CH2:39][CH3:40])[N:18]2[N:41]=[CH:42][N:43]=[C:17]12, predict the reaction product. The product is: [OH:13][C:14]([CH3:44])([CH3:45])[CH2:15][N:16]1[C:21](=[O:22])[C:20]([CH2:23][C:24]2[CH:25]=[CH:26][C:27]([C:30]3[CH:35]=[CH:34][CH:33]=[CH:32][C:31]=3[C:36]3[NH:3][C:4](=[O:7])[O:5][N:37]=3)=[CH:28][CH:29]=2)=[C:19]([CH2:38][CH2:39][CH3:40])[N:18]2[N:41]=[CH:42][N:43]=[C:17]12. (3) Given the reactants C([O:4][C:5]1[CH:10]=[CH:9][C:8]([C@H:11]2[C@H:16]([O:17][Si:18]([CH:25]([CH3:27])[CH3:26])([CH:22]([CH3:24])[CH3:23])[CH:19]([CH3:21])[CH3:20])[CH2:15][N:14]([C:28]([O:30][CH2:31][C:32]3[CH:37]=[CH:36][CH:35]=[CH:34][CH:33]=3)=[O:29])[CH2:13][C@@H:12]2[O:38][CH2:39][C:40]2[CH:41]=[CH:42][C:43]3[O:48][CH2:47][C:46](=[O:49])[N:45]([CH2:50][CH2:51][CH2:52][O:53][CH3:54])[C:44]=3[CH:55]=2)=[CH:7][CH:6]=1)C=C.C(=O)([O-])[O-].[K+].[K+], predict the reaction product. The product is: [OH:4][C:5]1[CH:6]=[CH:7][C:8]([C@H:11]2[C@H:16]([O:17][Si:18]([CH:25]([CH3:27])[CH3:26])([CH:19]([CH3:20])[CH3:21])[CH:22]([CH3:24])[CH3:23])[CH2:15][N:14]([C:28]([O:30][CH2:31][C:32]3[CH:37]=[CH:36][CH:35]=[CH:34][CH:33]=3)=[O:29])[CH2:13][C@@H:12]2[O:38][CH2:39][C:40]2[CH:41]=[CH:42][C:43]3[O:48][CH2:47][C:46](=[O:49])[N:45]([CH2:50][CH2:51][CH2:52][O:53][CH3:54])[C:44]=3[CH:55]=2)=[CH:9][CH:10]=1.